Task: Regression. Given a peptide amino acid sequence and an MHC pseudo amino acid sequence, predict their binding affinity value. This is MHC class II binding data.. Dataset: Peptide-MHC class II binding affinity with 134,281 pairs from IEDB (1) The peptide sequence is TEAVQKIATESIVIWGKTPKFRL. The MHC is DRB1_1101 with pseudo-sequence DRB1_1101. The binding affinity (normalized) is 0.464. (2) The peptide sequence is TKGEGGVWTFDSEEP. The MHC is DRB1_0401 with pseudo-sequence DRB1_0401. The binding affinity (normalized) is 0.0638.